This data is from Peptide-MHC class I binding affinity with 185,985 pairs from IEDB/IMGT. The task is: Regression. Given a peptide amino acid sequence and an MHC pseudo amino acid sequence, predict their binding affinity value. This is MHC class I binding data. (1) The peptide sequence is LHYEGGAAL. The MHC is HLA-B40:01 with pseudo-sequence HLA-B40:01. The binding affinity (normalized) is 0.343. (2) The peptide sequence is FQPQNIQFI. The MHC is H-2-Kb with pseudo-sequence H-2-Kb. The binding affinity (normalized) is 0.0258. (3) The binding affinity (normalized) is 0.213. The peptide sequence is SVDSDHLGY. The MHC is HLA-B15:42 with pseudo-sequence HLA-B15:42. (4) The peptide sequence is FSLPFPFLYKFLL. The MHC is HLA-B40:02 with pseudo-sequence HLA-B40:02. The binding affinity (normalized) is 0.0594. (5) The peptide sequence is QPQNGQFIHF. The MHC is HLA-B51:01 with pseudo-sequence HLA-B51:01. The binding affinity (normalized) is 0.0743. (6) The peptide sequence is DLAIKQYGDI. The MHC is HLA-A02:03 with pseudo-sequence HLA-A02:03. The binding affinity (normalized) is 0.0376. (7) The peptide sequence is IFSRIGDPA. The MHC is Patr-A0901 with pseudo-sequence Patr-A0901. The binding affinity (normalized) is 0.470.